Dataset: Forward reaction prediction with 1.9M reactions from USPTO patents (1976-2016). Task: Predict the product of the given reaction. (1) The product is: [Br:1][C:2]1[CH:7]=[CH:6][C:5]([S:8]([NH:47][C@@H:45]([CH3:46])[C:44]([F:49])([F:48])[F:43])(=[O:9])=[O:10])=[C:4]([F:12])[C:3]=1[O:18][CH:17]([F:29])[F:16]. Given the reactants [Br:1][C:2]1[CH:7]=[CH:6][C:5]([S:8](Cl)(=[O:10])=[O:9])=[C:4]([F:12])[C:3]=1C(F)F.[F:16][CH:17]([F:29])[O:18]C1C=CC=C([N+]([O-])=O)C=1F.FC(F)C1C=CC=C([N+]([O-])=O)C=1F.[F:43][C:44]([F:49])([F:48])[C@@H:45]([NH2:47])[CH3:46], predict the reaction product. (2) Given the reactants CC1(C)O[C@H](CN2C=CC(N[C:14](=[O:35])[C@@H:15]([N:20]3[CH2:24][C:23]([O:25][C:26]4[CH:31]=[CH:30][CH:29]=[C:28](Br)[C:27]=4[F:33])=[CH:22][C:21]3=[O:34])[CH2:16][CH:17]([CH3:19])[CH3:18])=N2)CO1.C1(P([CH:50]2[CH2:55][CH2:54]CCC2)C2CCCCC2)CCCCC1.P([O-])([O-])([O-])=[O:57].[K+].[K+].[K+].[CH:64]1(B(O)O)[CH2:66]C1, predict the reaction product. The product is: [CH2:66]([O:57][C:14](=[O:35])[C@@H:15]([N:20]1[CH2:24][C:23]([O:25][C:26]2[CH:31]=[CH:30][CH:29]=[C:28]([CH:54]3[CH2:55][CH2:50]3)[C:27]=2[F:33])=[CH:22][C:21]1=[O:34])[CH2:16][CH:17]([CH3:18])[CH3:19])[CH3:64].